Dataset: Full USPTO retrosynthesis dataset with 1.9M reactions from patents (1976-2016). Task: Predict the reactants needed to synthesize the given product. Given the product [NH2:9][CH2:10][CH2:11][O:12][C:13]1[CH:14]=[CH:15][C:16]([CH2:17]/[C:18](=[C:23](\[C@H:28]2[CH2:33][CH2:32][C@@H:31]([OH:34])[CH2:30][CH2:29]2)/[C:24]([O:26][CH3:27])=[O:25])/[C:19]([O:21][CH3:22])=[O:20])=[CH:42][CH:43]=1, predict the reactants needed to synthesize it. The reactants are: Cl.C(OC([NH:9][CH2:10][CH2:11][O:12][C:13]1[CH:43]=[CH:42][C:16]([CH2:17]/[C:18](=[C:23](\[C@H:28]2[CH2:33][CH2:32][C@@H:31]([O:34][Si](C(C)(C)C)(C)C)[CH2:30][CH2:29]2)/[C:24]([O:26][CH3:27])=[O:25])/[C:19]([O:21][CH3:22])=[O:20])=[CH:15][CH:14]=1)=O)(C)(C)C.